This data is from NCI-60 drug combinations with 297,098 pairs across 59 cell lines. The task is: Regression. Given two drug SMILES strings and cell line genomic features, predict the synergy score measuring deviation from expected non-interaction effect. Drug 1: C1CCN(CC1)CCOC2=CC=C(C=C2)C(=O)C3=C(SC4=C3C=CC(=C4)O)C5=CC=C(C=C5)O. Drug 2: CC1C(C(CC(O1)OC2CC(OC(C2O)C)OC3=CC4=CC5=C(C(=O)C(C(C5)C(C(=O)C(C(C)O)O)OC)OC6CC(C(C(O6)C)O)OC7CC(C(C(O7)C)O)OC8CC(C(C(O8)C)O)(C)O)C(=C4C(=C3C)O)O)O)O. Cell line: UACC-257. Synergy scores: CSS=19.8, Synergy_ZIP=-3.72, Synergy_Bliss=-5.93, Synergy_Loewe=-29.9, Synergy_HSA=-5.90.